From a dataset of Full USPTO retrosynthesis dataset with 1.9M reactions from patents (1976-2016). Predict the reactants needed to synthesize the given product. (1) Given the product [CH3:19][C:14]1[CH:15]=[C:16]([CH3:18])[CH:17]=[C:12]([CH3:25])[C:13]=1[S:20]([O-:23])(=[O:22])=[O:21].[NH2:24][N+:6]1[CH:7]=[C:2]([CH3:1])[CH:3]=[CH:4][C:5]=1[C:8]#[C:9][CH2:10][OH:11], predict the reactants needed to synthesize it. The reactants are: [CH3:1][C:2]1[CH:3]=[CH:4][C:5]([C:8]#[C:9][CH2:10][OH:11])=[N:6][CH:7]=1.[C:12]1([CH3:25])[CH:17]=[C:16]([CH3:18])[CH:15]=[C:14]([CH3:19])[C:13]=1[S:20]([O:23][NH2:24])(=[O:22])=[O:21].CCOCC. (2) Given the product [F:1][C@H:2]1[C@H:7]([O:8][C:9]2[CH:10]=[CH:11][CH:12]=[C:13]3[C:18]=2[N:17]=[C:16]([C:19]2[N:23]4[CH:24]=[CH:25][C:26]([O:28][CH2:29][CH2:30][OH:31])=[CH:27][C:22]4=[N:21][CH:20]=2)[CH:15]=[CH:14]3)[CH2:6][CH2:5][NH:4][CH2:3]1, predict the reactants needed to synthesize it. The reactants are: [F:1][CH:2]1[CH:7]([O:8][C:9]2[CH:10]=[CH:11][CH:12]=[C:13]3[C:18]=2[N:17]=[C:16]([C:19]2[N:23]4[CH:24]=[CH:25][C:26]([O:28][CH2:29][CH2:30][O:31]C)=[CH:27][C:22]4=[N:21][CH:20]=2)[CH:15]=[CH:14]3)[CH2:6][CH2:5][NH:4][CH2:3]1.B(Br)(Br)Br. (3) Given the product [F:10][C:3]1[C:2]([C:19]2[CH:20]=[N:21][CH:22]=[CH:23][C:28]=2[CH3:27])=[CH:9][CH:8]=[CH:7][C:4]=1[C:5]#[N:6], predict the reactants needed to synthesize it. The reactants are: Br[C:2]1[C:3]([F:10])=[C:4]([CH:7]=[CH:8][CH:9]=1)[C:5]#[N:6].CC1(C)C(C)(C)OB([C:19]2[C:28]3[C:23](=CC=C[CH:27]=3)[CH:22]=[N:21][CH:20]=2)O1.C(O)C.C([O-])([O-])=O.[Na+].[Na+]. (4) Given the product [CH:1]([O:14][CH:15]1[CH2:20][CH2:19][N:18]([CH2:21][C:22]2[CH:23]=[CH:24][C:25]([C:29]([O:30][CH2:35][CH2:36][CH3:37])=[O:32])=[N:26][CH:27]=2)[CH2:17][CH2:16]1)([C:8]1[CH:13]=[CH:12][CH:11]=[CH:10][CH:9]=1)[C:2]1[CH:7]=[CH:6][CH:5]=[CH:4][CH:3]=1, predict the reactants needed to synthesize it. The reactants are: [CH:1]([O:14][CH:15]1[CH2:20][CH2:19][N:18]([CH2:21][C:22]2[CH:23]=[CH:24][C:25](Cl)=[N:26][CH:27]=2)[CH2:17][CH2:16]1)([C:8]1[CH:13]=[CH:12][CH:11]=[CH:10][CH:9]=1)[C:2]1[CH:7]=[CH:6][CH:5]=[CH:4][CH:3]=1.[C:29](=[O:32])([O-])[O-:30].[K+].[K+].[CH2:35](O)[CH2:36][CH3:37]. (5) Given the product [CH3:29][N:28]([CH3:30])[CH2:27][CH2:26][N:23]1[C:24]2[C:20](=[CH:19][CH:18]=[C:17]([NH:16][S:10]([C:7]3[S:6][C:5]4[CH:14]=[CH:15][C:2]([Cl:1])=[CH:3][C:4]=4[C:8]=3[CH3:9])(=[O:12])=[O:11])[CH:25]=2)[CH:21]=[CH:22]1, predict the reactants needed to synthesize it. The reactants are: [Cl:1][C:2]1[CH:15]=[CH:14][C:5]2[S:6][C:7]([S:10](Cl)(=[O:12])=[O:11])=[C:8]([CH3:9])[C:4]=2[CH:3]=1.[NH2:16][C:17]1[CH:25]=[C:24]2[C:20]([CH:21]=[CH:22][N:23]2[CH2:26][CH2:27][N:28]([CH3:30])[CH3:29])=[CH:19][CH:18]=1. (6) The reactants are: [N:1]1([C:6]2[CH2:11][CH2:10][C:9]([CH3:13])([CH3:12])[CH:8]([NH2:14])[CH:7]=2)[CH:5]=[CH:4][N:3]=[CH:2]1.[F:15][CH:16]([F:26])[C:17]1[CH:24]=[C:23](F)[CH:22]=[CH:21][C:18]=1[C:19]#[N:20].CCN(C(C)C)C(C)C. Given the product [N:1]1([C:6]2[CH2:11][CH2:10][C:9]([CH3:12])([CH3:13])[CH:8]([NH:14][C:23]3[CH:22]=[CH:21][C:18]([C:19]#[N:20])=[C:17]([CH:16]([F:15])[F:26])[CH:24]=3)[CH:7]=2)[CH:5]=[CH:4][N:3]=[CH:2]1, predict the reactants needed to synthesize it. (7) Given the product [CH2:1]([O:3][C:4](=[O:12])[C:5](=[N:24][NH:23][CH2:22][CH2:21][CH:20]([CH3:25])[CH3:19])[C:6]1[S:7][CH:8]=[CH:9][CH:10]=1)[CH3:2], predict the reactants needed to synthesize it. The reactants are: [CH2:1]([O:3][C:4](=[O:12])[C:5](=O)[C:6]1[S:7][CH:8]=[CH:9][CH:10]=1)[CH3:2].C(O)(=O)C(O)=O.[CH3:19][CH:20]([CH3:25])[CH2:21][CH2:22][NH:23][NH2:24]. (8) Given the product [F:1][C:2]1[CH:3]=[C:4]([C:29]2[C:30]([C:35]#[N:36])=[CH:31][CH:32]=[CH:33][CH:34]=2)[CH:5]=[CH:6][C:7]=1[CH2:8][C:9]1[C:10](=[O:28])[N:11]([C@H:21]2[CH2:26][CH2:25][C@H:24]([O:27][CH2:46][C:45]([OH:41])([CH3:51])[CH3:50])[CH2:23][CH2:22]2)[C:12]2[N:13]([N:18]=[CH:19][N:20]=2)[C:14]=1[CH2:15][CH2:16][CH3:17], predict the reactants needed to synthesize it. The reactants are: [F:1][C:2]1[CH:3]=[C:4]([C:29]2[C:30]([C:35]#[N:36])=[CH:31][CH:32]=[CH:33][CH:34]=2)[CH:5]=[CH:6][C:7]=1[CH2:8][C:9]1[C:10](=[O:28])[N:11]([C@H:21]2[CH2:26][CH2:25][C@H:24]([OH:27])[CH2:23][CH2:22]2)[C:12]2[N:13]([N:18]=[CH:19][N:20]=2)[C:14]=1[CH2:15][CH2:16][CH3:17].[N+](=CC(OCC)=[O:41])=[N-].[C:45]1([CH3:51])[CH:50]=CC=C[CH:46]=1. (9) Given the product [NH2:8][C@@H:9]1[CH2:13][CH2:12][N:11]([C:14]2[CH:19]=[CH:18][C:17]([N:20]3[CH2:24][C@H:23]([CH2:25][N:26]4[CH:30]=[CH:29][N:28]=[N:27]4)[O:22][C:21]3=[O:31])=[CH:16][C:15]=2[F:32])[CH2:10]1, predict the reactants needed to synthesize it. The reactants are: C(OC([NH:8][C@@H:9]1[CH2:13][CH2:12][N:11]([C:14]2[CH:19]=[CH:18][C:17]([N:20]3[CH2:24][C@H:23]([CH2:25][N:26]4[CH:30]=[CH:29][N:28]=[N:27]4)[O:22][C:21]3=[O:31])=[CH:16][C:15]=2[F:32])[CH2:10]1)=O)(C)(C)C.Cl. (10) Given the product [NH2:22][CH2:21][C:20]1[CH:23]=[CH:24][C:17]([C:15]([N:14]2[CH2:13][CH2:12][C:11]3[N:10]=[C:9]([CH3:26])[NH:8][C:7]=3[C:6]3[CH:27]=[C:2]([Cl:1])[CH:3]=[CH:4][C:5]2=3)=[O:16])=[CH:18][C:19]=1[CH3:25], predict the reactants needed to synthesize it. The reactants are: [Cl:1][C:2]1[CH:3]=[CH:4][C:5]2[N:14]([C:15]([C:17]3[CH:24]=[CH:23][C:20]([C:21]#[N:22])=[C:19]([CH3:25])[CH:18]=3)=[O:16])[CH2:13][CH2:12][C:11]3[N:10]=[C:9]([CH3:26])[NH:8][C:7]=3[C:6]=2[CH:27]=1.[BH4-].[Na+].[NH4+].[Cl-].